Dataset: Forward reaction prediction with 1.9M reactions from USPTO patents (1976-2016). Task: Predict the product of the given reaction. (1) Given the reactants [CH2:1]([O:3][C:4]1[C:5]([F:17])=[C:6]([C:9]([CH:15]=[O:16])=[CH:10][C:11]=1[O:12][CH2:13][CH3:14])[C:7]#[N:8])[CH3:2].C(OCC)(=O)C.C(O[BH-](OC(=O)C)OC(=O)C)(=O)C.[Na+], predict the reaction product. The product is: [CH2:1]([O:3][C:4]1[C:5]([F:17])=[C:6]([C:9]([CH2:15][OH:16])=[CH:10][C:11]=1[O:12][CH2:13][CH3:14])[C:7]#[N:8])[CH3:2]. (2) The product is: [Cl:1][C:2]1[C:7]([C:12]2[CH:11]=[N:10][CH:15]=[CH:14][CH:13]=2)=[CH:6][N:5]=[C:4]([NH2:9])[N:3]=1. Given the reactants [Cl:1][C:2]1[C:7](I)=[CH:6][N:5]=[C:4]([NH2:9])[N:3]=1.[N:10]1[CH:15]=[CH:14][CH:13]=[C:12](B(O)O)[CH:11]=1.B(O)O.C([O-])([O-])=O.[Na+].[Na+], predict the reaction product. (3) Given the reactants [F:1][C:2]([F:23])([F:22])[C:3]1[CH:4]=[C:5]([CH:15]=[C:16]([C:18]([F:21])([F:20])[F:19])[CH:17]=1)[CH2:6][NH:7][C:8]1[N:13]=[CH:12][C:11]([Br:14])=[CH:10][N:9]=1.[H-].[Na+].Br[CH2:27][C:28]1[CH:33]=[C:32]([C:34]([F:37])([F:36])[F:35])[CH:31]=[CH:30][C:29]=1[F:38].O, predict the reaction product. The product is: [F:23][C:2]([F:1])([F:22])[C:3]1[CH:4]=[C:5]([CH:15]=[C:16]([C:18]([F:21])([F:20])[F:19])[CH:17]=1)[CH2:6][N:7]([C:8]1[N:13]=[CH:12][C:11]([Br:14])=[CH:10][N:9]=1)[CH2:27][C:28]1[CH:33]=[C:32]([C:34]([F:35])([F:37])[F:36])[CH:31]=[CH:30][C:29]=1[F:38]. (4) Given the reactants Br[C:2]1[CH:33]=[CH:32][C:5]([C:6]([N:8]2[CH2:13][CH2:12][N:11]([CH2:14][CH2:15][CH2:16][N:17]3[CH2:22][CH2:21][N:20]([C:23](=[O:31])[C:24]4[CH:29]=[CH:28][C:27](Br)=[CH:26][CH:25]=4)[CH2:19][CH2:18]3)[CH2:10][CH2:9]2)=[O:7])=[CH:4][CH:3]=1.[CH3:34][O:35][C:36]1[CH:37]=[C:38](B(O)O)[CH:39]=[C:40]([O:44][CH3:45])[C:41]=1[O:42][CH3:43].[CH3:49][O-:50].[Na+].C[CH2:53][CH2:54][CH2:55][CH2:56][CH2:57][CH3:58].[CH3:59][OH:60].[O:61]1[CH2:65]CCC1, predict the reaction product. The product is: [CH3:34][O:35][C:36]1[CH:37]=[C:38]([C:2]2[CH:33]=[CH:32][C:5]([C:6]([N:8]3[CH2:13][CH2:12][N:11]([CH2:14][CH2:15][CH2:16][N:17]4[CH2:22][CH2:21][N:20]([C:23](=[O:31])[C:24]5[CH:29]=[CH:28][C:27]([C:54]6[CH:55]=[C:56]([O:50][CH3:49])[C:57]([O:60][CH3:59])=[C:58]([O:61][CH3:65])[CH:53]=6)=[CH:26][CH:25]=5)[CH2:19][CH2:18]4)[CH2:10][CH2:9]3)=[O:7])=[CH:4][CH:3]=2)[CH:39]=[C:40]([O:44][CH3:45])[C:41]=1[O:42][CH3:43]. (5) Given the reactants [Cl:1][C:2]1[CH:7]=[CH:6][C:5]([C:8]2[C:12]([C:13]3[CH:18]=[CH:17][C:16]([Cl:19])=[CH:15][CH:14]=3)=[CH:11][O:10][C:9]=2[C:20]([NH:22][NH2:23])=[O:21])=[CH:4][CH:3]=1.CN([CH:27]=[O:28])C, predict the reaction product. The product is: [C:20]([C:9]1[CH:8]=[C:12]([CH:13]=[CH:14][C:27]=1[OH:28])[C:11]([NH:23][NH:22][C:20]([C:9]1[O:10][CH:11]=[C:12]([C:13]2[CH:14]=[CH:15][C:16]([Cl:19])=[CH:17][CH:18]=2)[C:8]=1[C:5]1[CH:4]=[CH:3][C:2]([Cl:1])=[CH:7][CH:6]=1)=[O:21])=[O:10])#[N:22]. (6) Given the reactants [BH4-].[Na+].[C:3]([C:6]1[CH:23]=[CH:22][C:9]([C:10]([NH:12][CH2:13][CH2:14][C:15]([O:17][C:18]([CH3:21])([CH3:20])[CH3:19])=[O:16])=[O:11])=[CH:8][CH:7]=1)(=[O:5])[CH3:4], predict the reaction product. The product is: [OH:5][CH:3]([C:6]1[CH:23]=[CH:22][C:9]([C:10]([NH:12][CH2:13][CH2:14][C:15]([O:17][C:18]([CH3:20])([CH3:19])[CH3:21])=[O:16])=[O:11])=[CH:8][CH:7]=1)[CH3:4]. (7) Given the reactants [Br:1][C:2]1[CH:7]=[C:6]([F:8])[CH:5]=[CH:4][C:3]=1[CH:9]1[C:14]([C:15]([O:17][CH3:18])=[O:16])=[C:13]([CH2:19]Br)[NH:12][C:11]([C:21]2[S:22][CH:23]=[CH:24][N:25]=2)=[N:10]1.Cl.[NH:27]1[CH2:32][CH2:31][O:30][CH2:29][CH:28]1[C:33]([OH:35])=[O:34], predict the reaction product. The product is: [Br:1][C:2]1[CH:7]=[C:6]([F:8])[CH:5]=[CH:4][C:3]=1[CH:9]1[N:10]=[C:11]([C:21]2[S:22][CH:23]=[CH:24][N:25]=2)[NH:12][C:13]([CH2:19][N:27]2[CH2:32][CH2:31][O:30][CH2:29][CH:28]2[C:33]([OH:35])=[O:34])=[C:14]1[C:15]([O:17][CH3:18])=[O:16].